From a dataset of Forward reaction prediction with 1.9M reactions from USPTO patents (1976-2016). Predict the product of the given reaction. (1) Given the reactants [O:1]1[C:10]2[C:5](=[CH:6][CH:7]=[CH:8][CH:9]=2)[CH2:4][CH2:3][CH:2]1[C:11]([OH:13])=O.C(N(CC)C(C)C)(C)C.F[B-](F)(F)F.N1(OC(N(C)C)=[N+](C)C)C2C=CC=CC=2N=N1.[NH2:45][C:46]1[N:47]=[C:48]([N:57]2[CH2:62][CH2:61][NH:60][CH2:59][CH2:58]2)[C:49]2[N:55]=[C:54]([Cl:56])[CH:53]=[CH:52][C:50]=2[N:51]=1, predict the reaction product. The product is: [NH2:45][C:46]1[N:47]=[C:48]([N:57]2[CH2:58][CH2:59][N:60]([C:11]([CH:2]3[CH2:3][CH2:4][C:5]4[C:10](=[CH:9][CH:8]=[CH:7][CH:6]=4)[O:1]3)=[O:13])[CH2:61][CH2:62]2)[C:49]2[N:55]=[C:54]([Cl:56])[CH:53]=[CH:52][C:50]=2[N:51]=1. (2) Given the reactants [CH3:1][O-:2].[Na+].C[OH:5].[C:6]1([CH3:12])C=CC=CC=1.C(O[C:16]([C:18]1[CH:19]=[N:20][CH:21]=[N:22][CH:23]=1)=[O:17])C, predict the reaction product. The product is: [CH3:1][O:2][C:6](=[O:5])[CH2:12][C:16](=[O:17])[C:18]1[CH:23]=[N:22][CH:21]=[N:20][CH:19]=1. (3) Given the reactants [C:1]([O:5][C@@H:6]([C:11]1[C:39]([CH3:40])=[CH:38][N:37]2[N:41]=[C:34]3[CH:35]=[C:36]2[C:12]=1[N:13]1[CH2:45][CH2:44][C:16]([CH3:46])([O:17][CH2:18][CH:19]=[CH:20][CH2:21][O:22][C:23]2[CH:24]=[CH:25][CH:26]=[CH:27][C:28]=2[CH2:29][C:30](=O)[CH2:31][NH:32][C:33]3=O)[CH2:15][CH2:14]1)[C:7]([O:9]C)=[O:8])([CH3:4])([CH3:3])[CH3:2].COC1C=CC(P2(SP(C3C=CC(OC)=CC=3)(=S)S2)=[S:56])=CC=1.[OH-].[Na+], predict the reaction product. The product is: [C:1]([O:5][C@@H:6]([C:11]1[C:39]([CH3:40])=[CH:38][N:37]2[N:41]=[C:34]3[CH:35]=[C:36]2[C:12]=1[N:13]1[CH2:45][CH2:44][C:16]([CH3:46])([O:17][CH2:18][CH:19]=[CH:20][CH2:21][O:22][C:23]2[CH:24]=[CH:25][CH:26]=[CH:27][C:28]=2[CH2:29][C:30]2[S:56][C:33]3=[N:32][CH:31]=2)[CH2:15][CH2:14]1)[C:7]([OH:9])=[O:8])([CH3:4])([CH3:3])[CH3:2]. (4) Given the reactants [Cl:1][C:2]1[C:10]([OH:11])=[CH:9][C:8]([I:12])=[C:7]2[C:3]=1[CH2:4][N:5](C(C)(C1C=CC=CC=1)C)[C:6]2=[O:13].Cl.CO, predict the reaction product. The product is: [Cl:1][C:2]1[C:10]([OH:11])=[CH:9][C:8]([I:12])=[C:7]2[C:3]=1[CH2:4][NH:5][C:6]2=[O:13]. (5) The product is: [I:13][C:11]1[CH:10]=[CH:9][N:8]=[C:7]([O:5][CH2:2][CH2:3][CH3:4])[CH:12]=1. Given the reactants [Na].[CH2:2]([OH:5])[CH2:3][CH3:4].Cl[C:7]1[CH:12]=[C:11]([I:13])[CH:10]=[CH:9][N:8]=1, predict the reaction product. (6) Given the reactants [N:1]([CH2:4][C@:5]1([CH3:23])[O:10][C:9]2[C:11]([C:15]3[CH:20]=[CH:19][CH:18]=[CH:17][C:16]=3[O:21][CH3:22])=[CH:12][CH:13]=[CH:14][C:8]=2[O:7][CH2:6]1)=[N+]=[N-].C1(P(C2C=CC=CC=2)C2C=CC=CC=2)C=CC=CC=1, predict the reaction product. The product is: [CH3:22][O:21][C:16]1[CH:17]=[CH:18][CH:19]=[CH:20][C:15]=1[C:11]1[C:9]2[O:10][C@:5]([CH2:4][NH2:1])([CH3:23])[CH2:6][O:7][C:8]=2[CH:14]=[CH:13][CH:12]=1. (7) Given the reactants Cl[CH2:2][CH2:3][CH2:4][CH2:5][CH2:6][O:7][C:8]1[CH:15]=[CH:14][C:11]([C:12]#[N:13])=[CH:10][CH:9]=1.CC(=O)CC.[I-:21].[Na+], predict the reaction product. The product is: [I:21][CH2:2][CH2:3][CH2:4][CH2:5][CH2:6][O:7][C:8]1[CH:15]=[CH:14][C:11]([C:12]#[N:13])=[CH:10][CH:9]=1. (8) Given the reactants [O:1]=[C:2]1[CH2:7][CH2:6][CH2:5][N:4]([C:8]([O:10][C:11]([CH3:14])([CH3:13])[CH3:12])=[O:9])[CH2:3]1.C[Si](C)(C)N[Si](C)(C)C.[Li].C([O:27][C:28](=O)[C:29]([F:32])([F:31])[F:30])C, predict the reaction product. The product is: [O:1]=[C:2]1[CH:7]([C:28](=[O:27])[C:29]([F:32])([F:31])[F:30])[CH2:6][CH2:5][N:4]([C:8]([O:10][C:11]([CH3:14])([CH3:13])[CH3:12])=[O:9])[CH2:3]1. (9) Given the reactants C([O:3][C:4]([C:6]1([NH:15][C:16]([C:18]2[C:27]3[CH2:26][CH2:25][CH2:24][CH2:23][C:22]=3[CH:21]=[CH:20][CH:19]=2)=[O:17])[CH2:14][C:13]2[C:8](=[CH:9][CH:10]=[CH:11][CH:12]=2)[CH2:7]1)=[O:5])C.[OH-].[K+].O, predict the reaction product. The product is: [C:18]1([C:16]([NH:15][C:6]2([C:4]([OH:5])=[O:3])[CH2:14][C:13]3[C:8](=[CH:9][CH:10]=[CH:11][CH:12]=3)[CH2:7]2)=[O:17])[C:27]2[CH2:26][CH2:25][CH2:24][CH2:23][C:22]=2[CH:21]=[CH:20][CH:19]=1.